This data is from Experimentally validated miRNA-target interactions with 360,000+ pairs, plus equal number of negative samples. The task is: Binary Classification. Given a miRNA mature sequence and a target amino acid sequence, predict their likelihood of interaction. (1) The miRNA is mmu-miR-1839-5p with sequence AAGGUAGAUAGAACAGGUCUUG. The protein sequence of the target gene is MPGLSCRFYQHKFPEVEDVVMVNVRSIAEMGAYVSLLEYNNIEGMILLSELSRRRIRSINKLIRIGRNECVVVIRVDKEKGYIDLSKRRVSPEEAIKCEDKFTKSKTVYSILRHVAEVLEYTKDEQLESLFQRTAWVFDDKYKRPGYGAYDAFKHAVSDPSILDSLDLNEDEREVLINNINRRLTPQAVKIRADIEVACYGYEGIDAVKEALRAGLNCSTETMPIKINLIAPPRYVMTTTTLERTEGLSVLNQAMAVIKEKIEEKRGVFNVQMEPKVVTDTDETELARQLERLERENAEV.... Result: 1 (interaction). (2) The miRNA is mmu-miR-466a-3p with sequence UAUACAUACACGCACACAUAAGA. The protein sequence of the target gene is MSHEKSFLVSGDNYPPPNPGYPGGPQPPMPPYAQPPYPGAPYPQPPFQPSPYGQPGYPHGPSPYPQGGYPQGPYPQGGYPQGPYPQEGYPQGPYPQGGYPQGPYPQSPFPPNPYGQPQVFPGQDPDSPQHGNYQEEGPPSYYDNQDFPATNWDDKSIRQAFIRKVFLVLTLQLSVTLSTVSVFTFVAEVKGFVRENVWTYYVSYAVFFISLIVLSCCGDFRRKHPWNLVALSVLTASLSYMVGMIASFYNTEAVIMAVGITTAVCFTVVIFSMQTRYDFTSCMGVLLVSMVVLFIFAILC.... Result: 0 (no interaction). (3) The miRNA is hsa-miR-548d-3p with sequence CAAAAACCACAGUUUCUUUUGC. The protein sequence of the target gene is MAAIRKKLVVVGDGACGKTCLLIVFSKDEFPEVYVPTVFENYVADIEVDGKQVELALWDTAGQEDYDRLRPLSYPDTDVILMCFSVDSPDSLENIPEKWVPEVKHFCPNVPIILVANKKDLRSDEHVRTELARMKQEPVRTDDGRAMAVRIQAYDYLECSAKTKEGVREVFETATRAALQKRYGSQNGCINCCKVL. Result: 1 (interaction). (4) The miRNA is hsa-miR-1307-3p with sequence ACUCGGCGUGGCGUCGGUCGUG. Result: 0 (no interaction). The protein sequence of the target gene is MAKYLAQIIVMGVQVVGRAFARALRQEFAASRAAADARGRAGHRSAAASNLSGLSLQEAQQILNVSKLSPEEVQKNYEHLFKVNDKSVGGSFYLQSKVVRAKERLDEELKIQAQEDREKGQMPHT. (5) The miRNA is hsa-miR-760 with sequence CGGCUCUGGGUCUGUGGGGA. The protein sequence of the target gene is MAEISRIQYEMEYTEGISQRMRVPEKLKVAPPNADLEQEFQDGVPNASVIMQVPERIVVTGNNEDISFSRPADLDLIQSTPFKPLALKTPPRVLTLSERPLDFLDLERPLPTPQSEESRAVGRLKRERSMSENAVRQNGQLVRNDSIVTPSPPQARVCPPHMLPEDGANLSSARGILSLIQSSTRRAYQQILDVLDENRRPVLRGGSAAATSNPHHDNVRYGISNLDAAIEGASDDMTVVDAASLRRQIIKLNRRLQLLEEENKERAKREMVMYSITVAFWLLNSWLWFRR. Result: 0 (no interaction).